Task: Regression/Classification. Given a drug SMILES string, predict its absorption, distribution, metabolism, or excretion properties. Task type varies by dataset: regression for continuous measurements (e.g., permeability, clearance, half-life) or binary classification for categorical outcomes (e.g., BBB penetration, CYP inhibition). Dataset: cyp2c19_veith.. Dataset: CYP2C19 inhibition data for predicting drug metabolism from PubChem BioAssay (1) The compound is CC(C)[C@@H](OCc1ccccc1)[C@H](C)/C=N\OC[C@@H](C)[C@H](OCc1ccccc1)C(C)C. The result is 0 (non-inhibitor). (2) The compound is CC1(C)CC(=O)C(C(c2ccccc2F)C2C(=O)CC(C)(C)CC2=O)C(=O)C1. The result is 0 (non-inhibitor).